Dataset: Catalyst prediction with 721,799 reactions and 888 catalyst types from USPTO. Task: Predict which catalyst facilitates the given reaction. (1) Reactant: COC1C=C(OC)C=CC=1C[N:6]([C:31]1[CH:36]=[CH:35][N:34]=[CH:33][N:32]=1)[S:7]([C:10]1[CH:15]=[CH:14][C:13]([O:16][C@H:17]2[CH2:22][CH2:21][CH2:20][CH2:19][C@@H:18]2[C:23]2[N:27]([CH3:28])[N:26]=[CH:25][CH:24]=2)=[C:12]([F:29])[C:11]=1[F:30])(=[O:9])=[O:8].C([SiH](CC)CC)C.FC(F)(F)C(O)=O. Product: [F:30][C:11]1[C:12]([F:29])=[C:13]([O:16][C@H:17]2[CH2:22][CH2:21][CH2:20][CH2:19][C@@H:18]2[C:23]2[N:27]([CH3:28])[N:26]=[CH:25][CH:24]=2)[CH:14]=[CH:15][C:10]=1[S:7]([NH:6][C:31]1[CH:36]=[CH:35][N:34]=[CH:33][N:32]=1)(=[O:8])=[O:9]. The catalyst class is: 4. (2) Reactant: [OH:1][C:2]1[CH:9]=[C:8]([N:10]2[CH2:15][CH2:14][O:13][CH2:12][CH2:11]2)[CH:7]=[CH:6][C:3]=1[CH:4]=O.O.[NH2:17][NH2:18]. Product: [N:17](=[CH:4][C:3]1[CH:6]=[CH:7][C:8]([N:10]2[CH2:15][CH2:14][O:13][CH2:12][CH2:11]2)=[CH:9][C:2]=1[OH:1])[NH2:18]. The catalyst class is: 17. (3) Reactant: [Cl:1][C:2]1[CH:7]=[CH:6][C:5]([S:8][C:9]2[C:10]([C:14]3[CH:19]=[CH:18][C:17]([S:20]([CH3:23])(=[O:22])=[O:21])=[CH:16][CH:15]=3)=[N:11][NH:12][CH:13]=2)=[CH:4][CH:3]=1.C[Si](C)(C)[N-][Si](C)(C)C.[Na+].I[CH2:35][CH3:36]. Product: [Cl:1][C:2]1[CH:7]=[CH:6][C:5]([S:8][C:9]2[C:10]([C:14]3[CH:19]=[CH:18][C:17]([S:20]([CH3:23])(=[O:22])=[O:21])=[CH:16][CH:15]=3)=[N:11][N:12]([CH2:35][CH3:36])[CH:13]=2)=[CH:4][CH:3]=1. The catalyst class is: 1. (4) Reactant: [CH2:1]([O:3][P:4]([CH2:9][CH2:10][CH2:11][CH2:12][CH2:13][CH2:14][CH2:15][CH2:16][CH2:17][CH2:18][CH2:19][O:20][C:21]([C:23]1[NH:24][CH:25]=[CH:26][N:27]=1)=[O:22])([O:6][CH2:7][CH3:8])=[O:5])[CH3:2].C(Cl)(=O)C(Cl)=O.[N+:34]([C:37]1[CH:42]=CC(O)=[CH:39][CH:38]=1)([O-:36])=[O:35].CCN(CC)CC. Product: [CH2:1]([O:3][P:4]([CH2:9][CH2:10][CH2:11][CH2:12][CH2:13][CH2:14][CH2:15][CH2:16][CH2:17][CH2:18][CH2:19][O:20][C:21]([C:23]1[NH:27][CH:26]=[CH:25][N:24]=1)=[O:22])([O:6][C:7]1[CH:39]=[CH:38][C:37]([N+:34]([O-:36])=[O:35])=[CH:42][CH:8]=1)=[O:5])[CH3:2]. The catalyst class is: 2.